This data is from Forward reaction prediction with 1.9M reactions from USPTO patents (1976-2016). The task is: Predict the product of the given reaction. Given the reactants CC1C=CC(S(O[CH2:12][CH2:13][O:14][CH3:15])(=O)=O)=CC=1.[C:16]([NH:23][C@H:24]1[CH2:29][CH2:28][C@H:27]([NH2:30])[CH2:26][CH2:25]1)([O:18][C:19]([CH3:22])([CH3:21])[CH3:20])=[O:17].[C:31](#N)C, predict the reaction product. The product is: [CH2:15]([O:14][CH2:13][CH2:12][NH:30][C@H:27]1[CH2:26][CH2:25][C@H:24]([NH:23][C:16](=[O:17])[O:18][C:19]([CH3:22])([CH3:21])[CH3:20])[CH2:29][CH2:28]1)[CH3:31].